Task: Predict the product of the given reaction.. Dataset: Forward reaction prediction with 1.9M reactions from USPTO patents (1976-2016) (1) Given the reactants [Cl:1][C:2]1[C:7]2[CH:8]=[CH:9][N:10]([CH3:11])[C:6]=2[C:5]([C:12]([N:14]2[CH2:19][CH2:18][O:17][CH2:16][CH2:15]2)=[O:13])=[CH:4][N:3]=1.[Cl:20][C:21]1[CH:27]=[C:26]([C:28]([F:31])([F:30])[F:29])[CH:25]=[CH:24][C:22]=1[NH2:23].C(=O)([O-])[O-].[Cs+].[Cs+], predict the reaction product. The product is: [ClH:1].[Cl:20][C:21]1[CH:27]=[C:26]([C:28]([F:30])([F:31])[F:29])[CH:25]=[CH:24][C:22]=1[NH:23][C:2]1[C:7]2[CH:8]=[CH:9][N:10]([CH3:11])[C:6]=2[C:5]([C:12]([N:14]2[CH2:19][CH2:18][O:17][CH2:16][CH2:15]2)=[O:13])=[CH:4][N:3]=1. (2) Given the reactants CS(O[CH2:6][CH:7]1[CH2:12][CH2:11][N:10]([C:13]([O:15][C:16]([CH3:19])([CH3:18])[CH3:17])=[O:14])[CH2:9][CH2:8]1)(=O)=O.[I-].[K+].[N:22]1[C:26]2[CH:27]=[CH:28][CH:29]=[CH:30][C:25]=2[NH:24][CH:23]=1.[H-].[Na+], predict the reaction product. The product is: [N:22]1([CH2:6][CH:7]2[CH2:12][CH2:11][N:10]([C:13]([O:15][C:16]([CH3:19])([CH3:18])[CH3:17])=[O:14])[CH2:9][CH2:8]2)[C:26]2[CH:27]=[CH:28][CH:29]=[CH:30][C:25]=2[N:24]=[CH:23]1.